Dataset: Forward reaction prediction with 1.9M reactions from USPTO patents (1976-2016). Task: Predict the product of the given reaction. (1) Given the reactants Br[C:2]1[C:3]2[N:4]([N:8]=[C:9]([Cl:11])[N:10]=2)[CH:5]=[CH:6][CH:7]=1.[NH2:12][C:13]1[CH:25]=[CH:24][CH:23]=[CH:22][C:14]=1[CH2:15][N:16]([CH3:21])[S:17]([CH3:20])(=[O:19])=[O:18], predict the reaction product. The product is: [Cl:11][C:9]1[N:10]=[C:3]2[C:2]([NH:12][C:13]3[CH:25]=[CH:24][CH:23]=[CH:22][C:14]=3[CH2:15][N:16]([CH3:21])[S:17]([CH3:20])(=[O:19])=[O:18])=[CH:7][CH:6]=[CH:5][N:4]2[N:8]=1. (2) Given the reactants [N+]([O-])([O-])=O.[Ce+4].[NH4+].[N+]([O-])([O-])=O.[N+]([O-])([O-])=O.[N+]([O-])([O-])=O.[N+]([O-])([O-])=O.COC1C=CC(C[N:30]2[CH2:35][CH2:34][N:33]3[N:36]=[C:37]([CH2:39][O:40][C:41](=[O:43])[CH3:42])[CH:38]=[C:32]3[C:31]2=[O:44])=CC=1, predict the reaction product. The product is: [O:44]=[C:31]1[NH:30][CH2:35][CH2:34][N:33]2[N:36]=[C:37]([CH2:39][O:40][C:41](=[O:43])[CH3:42])[CH:38]=[C:32]12. (3) Given the reactants [N+](C1C=CC=CC=1C1C2C(=CC=CC=2)C=CC=1)([O-])=O.[CH:20]1[C:28]2[C:27]3[CH:29]=[CH:30][CH:31]=[CH:32][C:26]=3[O:25][C:24]=2[C:23](B(O)O)=[CH:22][CH:21]=1.Br[C:37]1[CH:42]=[C:41]([N:43]2[C:55]3[CH:54]=[CH:53][CH:52]=[CH:51][C:50]=3[C:49]3[C:44]2=[CH:45][CH:46]=[CH:47][CH:48]=3)[CH:40]=[CH:39][C:38]=1[N+:56]([O-:58])=[O:57], predict the reaction product. The product is: [N+:56]([C:38]1[CH:37]=[CH:42][C:41]([N:43]2[C:44]3[CH:45]=[CH:46][CH:47]=[CH:48][C:49]=3[C:50]3[C:55]2=[CH:54][CH:53]=[CH:52][CH:51]=3)=[CH:40][C:39]=1[C:23]1[C:24]2[O:25][C:26]3[CH:32]=[CH:31][CH:30]=[CH:29][C:27]=3[C:28]=2[CH:20]=[CH:21][CH:22]=1)([O-:58])=[O:57]. (4) Given the reactants [F:1][C:2]1[CH:3]=[C:4]([CH:17]=[CH:18][C:19]=1[F:20])[O:5][C:6]1[CH:7]=[C:8]2[C:12](=[CH:13][CH:14]=1)[C:11](=[O:15])[NH:10][C:9]2=[O:16].C(=O)([O-])[O-].[K+].[K+].CCC(=O)CC.Br[CH2:34][C:35]([O:37][CH3:38])=[O:36], predict the reaction product. The product is: [CH3:38][O:37][C:35](=[O:36])[CH2:34][N:10]1[C:9](=[O:16])[C:8]2[C:12](=[CH:13][CH:14]=[C:6]([O:5][C:4]3[CH:17]=[CH:18][C:19]([F:20])=[C:2]([F:1])[CH:3]=3)[CH:7]=2)[C:11]1=[O:15]. (5) Given the reactants CC1(C)[O:6][C@H:5]([CH2:7][N:8]2[CH:12]=[CH:11][C:10]([NH:13][C:14](=[O:35])[C@H:15]([N:21]3[CH2:25][C:24]([O:26][C:27]4[CH:32]=[CH:31][CH:30]=[CH:29][C:28]=4[Cl:33])=[CH:23][C:22]3=[O:34])[CH2:16][CH:17]([CH3:20])[CH2:18][CH3:19])=[N:9]2)[CH2:4][O:3]1.Cl, predict the reaction product. The product is: [OH:6][C@@H:5]([CH2:4][OH:3])[CH2:7][N:8]1[CH:12]=[CH:11][C:10]([NH:13][C:14](=[O:35])[C@H:15]([N:21]2[CH2:25][C:24]([O:26][C:27]3[CH:32]=[CH:31][CH:30]=[CH:29][C:28]=3[Cl:33])=[CH:23][C:22]2=[O:34])[CH2:16][CH:17]([CH3:20])[CH2:18][CH3:19])=[N:9]1.